From a dataset of Reaction yield outcomes from USPTO patents with 853,638 reactions. Predict the reaction yield, written as a fraction of the theoretical maximum amount of product (1.0 means a 100% yield; for example, 0.34 means a 34% yield). (1) The reactants are C[O:2][C:3](=[O:34])[CH2:4][C:5]1[CH:10]=[C:9]([Br:11])[C:8]([O:12][C:13]2[CH:18]=[C:17]([CH:19]([CH3:21])[CH3:20])[C:16]([O:22][CH3:23])=[CH:15][C:14]=2[C:24](=[O:32])[C:25]2[CH:30]=[CH:29][CH:28]=[C:27]([CH3:31])[CH:26]=2)=[C:7]([Br:33])[CH:6]=1.Cl. The catalyst is [OH-].[Na+].CO. The product is [Br:11][C:9]1[CH:10]=[C:5]([CH2:4][C:3]([OH:34])=[O:2])[CH:6]=[C:7]([Br:33])[C:8]=1[O:12][C:13]1[CH:18]=[C:17]([CH:19]([CH3:21])[CH3:20])[C:16]([O:22][CH3:23])=[CH:15][C:14]=1[C:24](=[O:32])[C:25]1[CH:30]=[CH:29][CH:28]=[C:27]([CH3:31])[CH:26]=1. The yield is 0.800. (2) The reactants are [Cl:1][C:2]1[CH:7]=[CH:6][C:5]([CH2:8]O)=[C:4]([O:10][CH:11]([CH3:13])[CH3:12])[CH:3]=1.N1C=CC=CC=1.O1CCCC1.S(Cl)([Cl:27])=O. The catalyst is O.C(OCC)C. The product is [Cl:1][C:2]1[CH:7]=[CH:6][C:5]([CH2:8][Cl:27])=[C:4]([O:10][CH:11]([CH3:13])[CH3:12])[CH:3]=1. The yield is 0.840. (3) The reactants are [CH3:1][C:2]1([CH3:16])[C:6]([CH3:8])([CH3:7])[O:5][B:4]([C:9]2[CH:15]=[CH:14][C:12]([NH2:13])=[CH:11][CH:10]=2)[O:3]1.C([O-])(O)=O.[Na+].[CH3:22][S:23](Cl)(=[O:25])=[O:24].O. The catalyst is C(Cl)Cl. The product is [CH3:8][C:6]1([CH3:7])[C:2]([CH3:16])([CH3:1])[O:3][B:4]([C:9]2[CH:15]=[CH:14][C:12]([NH:13][S:23]([CH3:22])(=[O:25])=[O:24])=[CH:11][CH:10]=2)[O:5]1. The yield is 0.370. (4) The reactants are [CH3:1][O:2][C:3]1[CH:18]=[CH:17][C:6]([CH2:7][N:8]2[C:13](=[O:14])[CH:12]=[C:11]([NH:15][CH3:16])[N:10]=[CH:9]2)=[CH:5][CH:4]=1.[CH3:19][CH:20]([C:26]([O:28]CC)=O)[C:21]([O:23]CC)=O. The catalyst is C1(OC2C=CC=CC=2)C=CC=CC=1. The product is [OH:28][C:26]1[C:12]2[C:13](=[O:14])[N:8]([CH2:7][C:6]3[CH:17]=[CH:18][C:3]([O:2][CH3:1])=[CH:4][CH:5]=3)[CH:9]=[N:10][C:11]=2[N:15]([CH3:16])[C:21](=[O:23])[C:20]=1[CH3:19]. The yield is 0.780. (5) The reactants are Cl.[CH3:2][O:3][C:4]([C:6]12[CH2:15][CH:10]3[CH2:11][CH:12]([CH2:14][C:8]([NH2:16])([CH2:9]3)[CH2:7]1)[CH2:13]2)=[O:5].C(N(CC)CC)C.Cl.[N:25]1[CH:30]=[CH:29][CH:28]=[CH:27][C:26]=1[C:31](Cl)=[O:32].C(=O)(O)[O-].[Na+]. The catalyst is C(Cl)Cl. The product is [CH3:2][O:3][C:4]([C:6]12[CH2:15][CH:10]3[CH2:11][CH:12]([CH2:14][C:8]([NH:16][C:31]([C:26]4[CH:27]=[CH:28][CH:29]=[CH:30][N:25]=4)=[O:32])([CH2:9]3)[CH2:7]1)[CH2:13]2)=[O:5]. The yield is 0.970. (6) The reactants are [N+:1]([C:4]1[CH:9]=[CH:8][CH:7]=[CH:6][C:5]=1[C:10]1[S:11][C:12]2[CH:17]=[CH:16][N:15]=[CH:14][C:13]=2[N:18]=1)([O-])=O.[NH4+].[Cl-]. The catalyst is CO.O.[Fe]. The product is [S:11]1[C:12]2[CH:17]=[CH:16][N:15]=[CH:14][C:13]=2[N:18]=[C:10]1[C:5]1[CH:6]=[CH:7][CH:8]=[CH:9][C:4]=1[NH2:1]. The yield is 0.730.